Dataset: Catalyst prediction with 721,799 reactions and 888 catalyst types from USPTO. Task: Predict which catalyst facilitates the given reaction. The catalyst class is: 34. Product: [Br:1][C:13]1[CH:12]=[C:7]([CH:6]=[CH:5][C:4]=1[OH:3])[C:8]([O:10][CH3:11])=[O:9]. Reactant: [Br:1]Br.[OH:3][C:4]1[CH:13]=[CH:12][C:7]([C:8]([O:10][CH3:11])=[O:9])=[CH:6][CH:5]=1.S(S([O-])=O)([O-])(=O)=O.[Na+].[Na+].CO.